From a dataset of Catalyst prediction with 721,799 reactions and 888 catalyst types from USPTO. Predict which catalyst facilitates the given reaction. Reactant: [Br:1]Br.[CH3:3][O:4][C:5]1[CH:10]=[CH:9][C:8]([CH2:11][CH2:12][C:13]([O:15][CH2:16][CH3:17])=[O:14])=[CH:7][CH:6]=1.O. The catalyst class is: 22. Product: [Br:1][C:10]1[CH:9]=[C:8]([CH2:11][CH2:12][C:13]([O:15][CH2:16][CH3:17])=[O:14])[CH:7]=[CH:6][C:5]=1[O:4][CH3:3].